This data is from Peptide-MHC class II binding affinity with 134,281 pairs from IEDB. The task is: Regression. Given a peptide amino acid sequence and an MHC pseudo amino acid sequence, predict their binding affinity value. This is MHC class II binding data. (1) The peptide sequence is DQYKDLCHMHTGVVV. The MHC is DRB1_1101 with pseudo-sequence DRB1_1101. The binding affinity (normalized) is 0.655. (2) The MHC is DRB1_0301 with pseudo-sequence DRB1_0301. The binding affinity (normalized) is 0. The peptide sequence is VPEDPEDSALLE.